From a dataset of Forward reaction prediction with 1.9M reactions from USPTO patents (1976-2016). Predict the product of the given reaction. (1) The product is: [Cl:1][C:2]1[N:3]=[CH:4][C:5]2[NH:22][C:11](=[O:12])[CH:9]([CH3:10])[N:8]([C:16]3[CH:21]=[CH:20][CH:19]=[CH:18][CH:17]=3)[C:6]=2[N:7]=1. Given the reactants [Cl:1][C:2]1[N:7]=[C:6]([N:8]([C:16]2[CH:21]=[CH:20][CH:19]=[CH:18][CH:17]=2)[C@H:9]([C:11](OCC)=[O:12])[CH3:10])[C:5]([N+:22]([O-])=O)=[CH:4][N:3]=1, predict the reaction product. (2) Given the reactants [NH2:1][C:2]([C:4]1[CH:12]=[C:11]2[C:7]([C:8]([C:13]3[N:14]([C:31]([O:33][C:34]([CH3:37])([CH3:36])[CH3:35])=[O:32])[C:15]4[C:20]([CH:21]=3)=[CH:19][C:18]([CH2:22][O:23][Si](C(C)(C)C)(C)C)=[CH:17][CH:16]=4)=[N:9][NH:10]2)=[CH:6][CH:5]=1)=[O:3].F.F.F.C(N(CC)CC)C, predict the reaction product. The product is: [NH2:1][C:2]([C:4]1[CH:12]=[C:11]2[C:7]([C:8]([C:13]3[N:14]([C:31]([O:33][C:34]([CH3:37])([CH3:36])[CH3:35])=[O:32])[C:15]4[C:20]([CH:21]=3)=[CH:19][C:18]([CH:22]=[O:23])=[CH:17][CH:16]=4)=[N:9][NH:10]2)=[CH:6][CH:5]=1)=[O:3]. (3) Given the reactants [NH2:1][C:2]1[C:3]([C:10]([O:12]C)=[O:11])=[N:4][C:5]([Cl:9])=[C:6]([NH2:8])[N:7]=1.CO.[OH-].[Na+].Cl, predict the reaction product. The product is: [NH2:1][C:2]1[C:3]([C:10]([OH:12])=[O:11])=[N:4][C:5]([Cl:9])=[C:6]([NH2:8])[N:7]=1. (4) Given the reactants [CH2:1]([S:3]([CH2:6][CH2:7][O:8][C:9]1[CH:14]=[C:13]([CH3:15])[C:12]([C:16]2[CH:24]=[CH:23][CH:22]=[C:21]3[C:17]=2[CH2:18][CH2:19][CH:20]3[N:25](S(C2C=CC=CC=2[N+]([O-])=O)(=O)=O)[C:26]2[CH:31]=[CH:30][C:29]([CH2:32][CH2:33][C:34]([OH:36])=[O:35])=[C:28]([F:37])[CH:27]=2)=[C:11]([CH3:50])[CH:10]=1)(=[O:5])=[O:4])[CH3:2].SCC(O)=O.O.[OH-].[Li+].[ClH:59], predict the reaction product. The product is: [ClH:59].[CH2:1]([S:3]([CH2:6][CH2:7][O:8][C:9]1[CH:14]=[C:13]([CH3:15])[C:12]([C:16]2[CH:24]=[CH:23][CH:22]=[C:21]3[C:17]=2[CH2:18][CH2:19][CH:20]3[NH:25][C:26]2[CH:31]=[CH:30][C:29]([CH2:32][CH2:33][C:34]([OH:36])=[O:35])=[C:28]([F:37])[CH:27]=2)=[C:11]([CH3:50])[CH:10]=1)(=[O:4])=[O:5])[CH3:2]. (5) The product is: [CH3:1][C:2]1[CH:10]([Si:40]([Cl:39])([CH3:42])[CH3:41])[C:9]2[C:4]([CH:3]=1)=[C:5]([C:15]1[CH:16]=[C:17]([C:25]([CH3:28])([CH3:27])[CH3:26])[CH:18]=[C:19]([C:21]([CH3:24])([CH3:23])[CH3:22])[CH:20]=1)[CH:6]=[C:7]([C:11]([CH3:12])([CH3:13])[CH3:14])[CH:8]=2. Given the reactants [CH3:1][C:2]1[CH2:3][C:4]2[C:9]([CH:10]=1)=[CH:8][C:7]([C:11]([CH3:14])([CH3:13])[CH3:12])=[CH:6][C:5]=2[C:15]1[CH:20]=[C:19]([C:21]([CH3:24])([CH3:23])[CH3:22])[CH:18]=[C:17]([C:25]([CH3:28])([CH3:27])[CH3:26])[CH:16]=1.C1COCC1.[Li]CCCC.[Cl:39][Si:40](Cl)([CH3:42])[CH3:41], predict the reaction product. (6) Given the reactants Br[C:2]1[C:10]2[NH:9][C:8]3[CH:11]4[CH2:17][CH2:16][N:14]([CH2:15][C:7]=3[C:6]=2[CH:5]=[CH:4][CH:3]=1)[CH2:13][CH2:12]4.[N:18]1[CH:23]=[CH:22][C:21](B(O)O)=[CH:20][CH:19]=1, predict the reaction product. The product is: [N:18]1[CH:23]=[CH:22][C:21]([C:2]2[C:10]3[NH:9][C:8]4[CH:11]5[CH2:17][CH2:16][N:14]([CH2:15][C:7]=4[C:6]=3[CH:5]=[CH:4][CH:3]=2)[CH2:13][CH2:12]5)=[CH:20][CH:19]=1. (7) Given the reactants [CH3:1][O:2][C:3]1[CH:8]=[C:7]([N+:9]([O-:11])=[O:10])[CH:6]=[CH:5][C:4]=1B1OC(C)(C)C(C)(C)O1.Br[C:22]1[S:23][CH:24]=[N:25][N:26]=1.C(=O)([O-])[O-].[Cs+].[Cs+].N#N, predict the reaction product. The product is: [CH3:1][O:2][C:3]1[CH:8]=[C:7]([N+:9]([O-:11])=[O:10])[CH:6]=[CH:5][C:4]=1[C:22]1[S:23][CH:24]=[N:25][N:26]=1.